Dataset: CYP2D6 inhibition data for predicting drug metabolism from PubChem BioAssay. Task: Regression/Classification. Given a drug SMILES string, predict its absorption, distribution, metabolism, or excretion properties. Task type varies by dataset: regression for continuous measurements (e.g., permeability, clearance, half-life) or binary classification for categorical outcomes (e.g., BBB penetration, CYP inhibition). Dataset: cyp2d6_veith. The compound is CC(C)CC(=O)N1CCN(Cc2cccc(F)c2)CC1. The result is 1 (inhibitor).